Dataset: Forward reaction prediction with 1.9M reactions from USPTO patents (1976-2016). Task: Predict the product of the given reaction. (1) Given the reactants [CH3:1][O:2][C:3]([C:5]1[CH:10]=[C:9]([Br:11])[C:8](=[O:12])[N:7]([CH2:13][CH:14]2[CH2:19][CH2:18][CH2:17][CH2:16][CH2:15]2)[C:6]=1[CH2:20]Br)=[O:4].[CH3:22][O:23][C:24](=[O:37])[CH2:25][NH:26][S:27]([C:30]1[CH:35]=[CH:34][C:33]([CH3:36])=[CH:32][CH:31]=1)(=[O:29])=[O:28].[I-].[Na+].C(=O)([O-])[O-].[K+].[K+], predict the reaction product. The product is: [CH3:1][O:2][C:3]([C:5]1[CH:10]=[C:9]([Br:11])[C:8](=[O:12])[N:7]([CH2:13][CH:14]2[CH2:19][CH2:18][CH2:17][CH2:16][CH2:15]2)[C:6]=1[CH2:20][N:26]([CH2:25][C:24]([O:23][CH3:22])=[O:37])[S:27]([C:30]1[CH:31]=[CH:32][C:33]([CH3:36])=[CH:34][CH:35]=1)(=[O:29])=[O:28])=[O:4]. (2) Given the reactants Cl[CH2:2][C@@H:3]([OH:6])[CH2:4][OH:5].[N-:7]=[N+:8]=[N-:9].[Na+].N1[CH:15]=[CH:14]N=C1.[CH2:16]([Si:18](Cl)([CH2:21][CH3:22])[CH2:19][CH3:20])[CH3:17], predict the reaction product. The product is: [N:7]([CH2:2][C@@H:3]([O:6][Si:18]([CH2:14][CH3:15])([CH2:19][CH3:20])[CH2:16][CH3:17])[CH2:4][O:5][Si:18]([CH2:21][CH3:22])([CH2:19][CH3:20])[CH2:16][CH3:17])=[N+:8]=[N-:9].